From a dataset of Full USPTO retrosynthesis dataset with 1.9M reactions from patents (1976-2016). Predict the reactants needed to synthesize the given product. (1) The reactants are: [CH2:1]([O:8][C:9]1[C:14]2[N:15]([CH:18]3[CH2:20][CH2:19]3)[CH:16]=[N:17][C:13]=2[CH:12]=[C:11](Cl)[N:10]=1)[C:2]1[CH:7]=[CH:6][CH:5]=[CH:4][CH:3]=1.[CH3:22][O:23][C:24]1[CH:25]=[C:26](B(O)O)[CH:27]=[CH:28][C:29]=1[O:30][CH3:31].C([O-])([O-])=O.[K+].[K+].O. Given the product [CH2:1]([O:8][C:9]1[C:14]2[N:15]([CH:18]3[CH2:20][CH2:19]3)[CH:16]=[N:17][C:13]=2[CH:12]=[C:11]([C:27]2[CH:26]=[CH:25][C:24]([O:23][CH3:22])=[C:29]([O:30][CH3:31])[CH:28]=2)[N:10]=1)[C:2]1[CH:7]=[CH:6][CH:5]=[CH:4][CH:3]=1, predict the reactants needed to synthesize it. (2) The reactants are: [O:1]1[CH2:6][CH2:5][CH:4]([C:7]([C:9]2[CH:18]=[CH:17][C:12]([C:13]([O:15][CH3:16])=[O:14])=[CH:11][CH:10]=2)=O)[CH2:3][CH2:2]1.[F:19][C:20]([F:34])([F:33])[C:21]1[CH:22]=[N:23][N:24]([C:26]2[N:31]=[CH:30][C:29]([NH2:32])=[CH:28][CH:27]=2)[CH:25]=1.[B][B][B][B][B][B][B][B][B][B]. Given the product [O:1]1[CH2:6][CH2:5][CH:4]([CH:7]([NH:32][C:29]2[CH:30]=[N:31][C:26]([N:24]3[CH:25]=[C:21]([C:20]([F:34])([F:33])[F:19])[CH:22]=[N:23]3)=[CH:27][CH:28]=2)[C:9]2[CH:18]=[CH:17][C:12]([C:13]([O:15][CH3:16])=[O:14])=[CH:11][CH:10]=2)[CH2:3][CH2:2]1, predict the reactants needed to synthesize it. (3) Given the product [Cl:1][C:2]1[C:15]([NH:16][C:17]2[NH:18][C:19]3[C:20]([N:34]=2)=[N:21][C:22]([O:29][CH2:30][CH:31]([F:32])[F:33])=[C:23]([C:25]([OH:27])=[O:26])[CH:24]=3)=[C:14]([Cl:35])[CH:13]=[CH:12][C:3]=1[CH2:4][NH:5][C:6](=[O:11])[C:7]([CH3:10])([CH3:9])[CH3:8], predict the reactants needed to synthesize it. The reactants are: [Cl:1][C:2]1[C:15]([NH:16][C:17]2[NH:18][C:19]3[C:20]([N:34]=2)=[N:21][C:22]([O:29][CH2:30][CH:31]([F:33])[F:32])=[C:23]([C:25]([O:27]C)=[O:26])[CH:24]=3)=[C:14]([Cl:35])[CH:13]=[CH:12][C:3]=1[CH2:4][NH:5][C:6](=[O:11])[C:7]([CH3:10])([CH3:9])[CH3:8].[OH-].[Na+]. (4) Given the product [F:1][C:2]1[CH:3]=[CH:4][C:5]([N:8]2[C:16]3[C:11](=[CH:12][C:13]([O:17][C@H:18]([C:22]4[CH:27]=[CH:26][CH:25]=[C:24]([O:28][CH3:29])[CH:23]=4)[C@@H:19]([NH:21][C:35]([C:32]4[CH:33]=[CH:34][O:30][N:31]=4)=[O:36])[CH3:20])=[CH:14][CH:15]=3)[CH:10]=[N:9]2)=[CH:6][CH:7]=1, predict the reactants needed to synthesize it. The reactants are: [F:1][C:2]1[CH:7]=[CH:6][C:5]([N:8]2[C:16]3[C:11](=[CH:12][C:13]([O:17][C@H:18]([C:22]4[CH:27]=[CH:26][CH:25]=[C:24]([O:28][CH3:29])[CH:23]=4)[C@@H:19]([NH2:21])[CH3:20])=[CH:14][CH:15]=3)[CH:10]=[N:9]2)=[CH:4][CH:3]=1.[O:30]1[CH:34]=[CH:33][C:32]([C:35](O)=[O:36])=[N:31]1. (5) Given the product [C:6]1([S:12]([N:15]2[C:23]3[C:18](=[CH:19][C:20]([CH:24]([C:34]4[CH:35]=[CH:36][CH:37]=[CH:38][CH:39]=4)[CH2:25][O:26][Si:27]([C:30]([CH3:33])([CH3:32])[CH3:31])([CH3:28])[CH3:29])=[CH:21][CH:22]=3)[CH:17]=[C:16]2[C:40]#[N:41])(=[O:14])=[O:13])[CH:7]=[CH:8][CH:9]=[CH:10][CH:11]=1, predict the reactants needed to synthesize it. The reactants are: C([Li])(C)(C)C.[C:6]1([S:12]([N:15]2[C:23]3[C:18](=[CH:19][C:20]([CH:24]([C:34]4[CH:39]=[CH:38][CH:37]=[CH:36][CH:35]=4)[CH2:25][O:26][Si:27]([C:30]([CH3:33])([CH3:32])[CH3:31])([CH3:29])[CH3:28])=[CH:21][CH:22]=3)[CH:17]=[CH:16]2)(=[O:14])=[O:13])[CH:11]=[CH:10][CH:9]=[CH:8][CH:7]=1.[CH3:40][N:41](C)CCN(C)C.C1(N=C=O)C=CC=CC=1. (6) Given the product [OH:35][CH:34]([C:36]1[O:37][C:38]([C:41]2[CH:46]=[CH:45][CH:44]=[CH:43][CH:42]=2)=[N:39][N:40]=1)[CH:33]([NH:32][C:10](=[O:12])[CH:9]([CH2:13][S:14]([CH2:17][C:18]1[CH:23]=[CH:22][CH:21]=[CH:20][CH:19]=1)(=[O:16])=[O:15])[CH2:8][C:7]([N:1]1[CH2:2][CH2:3][O:4][CH2:5][CH2:6]1)=[O:24])[CH2:47][CH3:48], predict the reactants needed to synthesize it. The reactants are: [N:1]1([C:7](=[O:24])[CH2:8][CH:9]([CH2:13][S:14]([CH2:17][C:18]2[CH:23]=[CH:22][CH:21]=[CH:20][CH:19]=2)(=[O:16])=[O:15])[C:10]([OH:12])=O)[CH2:6][CH2:5][O:4][CH2:3][CH2:2]1.OC(C(F)(F)F)=O.[NH2:32][CH:33]([CH2:47][CH3:48])[CH:34]([C:36]1[O:37][C:38]([C:41]2[CH:46]=[CH:45][CH:44]=[CH:43][CH:42]=2)=[N:39][N:40]=1)[OH:35].C1C=CC2N(O)N=NC=2C=1.C(Cl)CCl.CN1CCOCC1. (7) Given the product [CH:16]1([N:11]2[C:9]3=[N:10][C:5]([CH3:1])=[CH:6][CH:7]=[C:8]3[C:13]([C:14]#[N:15])=[CH:12]2)[CH2:19][CH2:18][CH2:17]1, predict the reactants needed to synthesize it. The reactants are: [CH3:1][Mg]Br.Cl[C:5]1[N:10]=[C:9]2[N:11]([CH:16]3[CH2:19][CH2:18][CH2:17]3)[CH:12]=[C:13]([C:14]#[N:15])[C:8]2=[CH:7][CH:6]=1. (8) Given the product [Cl:15][C:4]1[C:5]([C:8]([O:10][C:11]([CH3:14])([CH3:13])[CH3:12])=[O:9])=[N:6][CH:7]=[C:2]([C:16]#[N:17])[CH:3]=1, predict the reactants needed to synthesize it. The reactants are: Br[C:2]1[CH:3]=[C:4]([Cl:15])[C:5]([C:8]([O:10][C:11]([CH3:14])([CH3:13])[CH3:12])=[O:9])=[N:6][CH:7]=1.[C:16]([Zn]C#N)#[N:17].N#N.C(P(C(C)(C)C)C(C)(C)C)(C)(C)C. (9) Given the product [CH2:24]([N:1]([CH2:21][CH3:22])[C:2]1[CH:12]=[CH:11][C:5]([C:6]([O:8][CH2:9][CH3:10])=[O:7])=[CH:4][C:3]=1[O:13][CH3:14])[CH3:25], predict the reactants needed to synthesize it. The reactants are: [NH2:1][C:2]1[CH:12]=[CH:11][C:5]([C:6]([O:8][CH2:9][CH3:10])=[O:7])=[CH:4][C:3]=1[O:13][CH3:14].C([O-])([O-])=O.[K+].[K+].[CH2:21](Br)[CH3:22].[CH3:24][C:25]#N.